The task is: Predict the reactants needed to synthesize the given product.. This data is from Full USPTO retrosynthesis dataset with 1.9M reactions from patents (1976-2016). Given the product [Cl:1][C:2]1[CH:34]=[CH:33][C:5]([CH2:6][NH:7][C:8](=[O:32])[CH2:9][C@@H:10]2[CH2:52][C@H:50]([OH:53])[C@@H:51]([OH:39])[CH2:18][CH2:17][C:16](=[O:22])[O:15][C@H:14]([C:23]3[CH:28]=[CH:27][CH:26]=[CH:25][CH:24]=3)[C@H:13]([CH3:29])[N:12]([CH3:30])[C:11]2=[O:31])=[CH:4][CH:3]=1, predict the reactants needed to synthesize it. The reactants are: [Cl:1][C:2]1[CH:34]=[CH:33][C:5]([CH2:6][NH:7][C:8](=[O:32])[CH2:9][C@@H:10]2CC=C[CH2:18][CH2:17][C:16](=[O:22])[O:15][C@H:14]([C:23]3[CH:28]=[CH:27][CH:26]=[CH:25][CH:24]=3)[C@H:13]([CH3:29])[N:12]([CH3:30])[C:11]2=[O:31])=[CH:4][CH:3]=1.C[N+]1([O-])CC[O:39]CC1.S([O-])([O-])=O.[Na+].[Na+].C[C:50]([OH:53])([CH3:52])[CH3:51].C1COCC1.O.